Dataset: Reaction yield outcomes from USPTO patents with 853,638 reactions. Task: Predict the reaction yield, written as a fraction of the theoretical maximum amount of product (1.0 means a 100% yield; for example, 0.34 means a 34% yield). (1) The reactants are [NH2:1][C:2]1[CH:10]=[C:9]([O:11][CH3:12])[CH:8]=[C:7]([O:13][CH3:14])[C:3]=1[C:4]([NH2:6])=[O:5].[Cl:15][C:16]1[CH:21]=[C:20]([C:22]([N:24]([CH3:26])[CH3:25])=[O:23])[CH:19]=[CH:18][C:17]=1[C:27]1[CH:32]=[C:31]([CH:33]=O)[CH:30]=[CH:29][C:28]=1[O:35][CH3:36].OS([O-])=O.[Na+]. The catalyst is CN(C)C(=O)C. The product is [Cl:15][C:16]1[CH:21]=[C:20]([C:22]([N:24]([CH3:25])[CH3:26])=[O:23])[CH:19]=[CH:18][C:17]=1[C:27]1[CH:32]=[C:31]([C:33]2[NH:6][C:4](=[O:5])[C:3]3[C:2](=[CH:10][C:9]([O:11][CH3:12])=[CH:8][C:7]=3[O:13][CH3:14])[N:1]=2)[CH:30]=[CH:29][C:28]=1[O:35][CH3:36]. The yield is 0.400. (2) The reactants are [Cl:1][C:2]1[CH:28]=[CH:27][C:5]([CH2:6][NH:7][CH:8]([CH2:14][CH2:15][CH2:16][CH2:17][B:18]2[O:22]C(C)(C)C(C)(C)[O:19]2)[C:9]([O:11]CC)=[O:10])=[CH:4][CH:3]=1. The catalyst is Cl. The product is [ClH:1].[B:18]([CH2:17][CH2:16][CH2:15][CH2:14][CH:8]([NH:7][CH2:6][C:5]1[CH:27]=[CH:28][C:2]([Cl:1])=[CH:3][CH:4]=1)[C:9]([OH:11])=[O:10])([OH:19])[OH:22]. The yield is 0.830.